Predict the reactants needed to synthesize the given product. From a dataset of Full USPTO retrosynthesis dataset with 1.9M reactions from patents (1976-2016). (1) Given the product [Cl:1][C:2]1[CH:3]=[C:4]([S:16]([NH2:19])(=[O:18])=[O:17])[CH:5]=[N:6][C:7]=1[O:8][CH2:9][C@H:10]1[O:15][CH2:14][CH2:13][N:12]([CH:25]2[CH2:27][CH2:26]2)[CH2:11]1, predict the reactants needed to synthesize it. The reactants are: [Cl:1][C:2]1[CH:3]=[C:4]([S:16]([NH2:19])(=[O:18])=[O:17])[CH:5]=[N:6][C:7]=1[O:8][CH2:9][C@H:10]1[O:15][CH2:14][CH2:13][NH:12][CH2:11]1.CO.C(O[C:25]1(O[Si](C)(C)C)[CH2:27][CH2:26]1)C.C([BH3-])#N.[Na+]. (2) Given the product [CH3:7][O:8][C:9]1[CH:16]=[CH:15][C:12](/[CH:13]=[CH:26]/[C:27]([NH:29][C:30]2[CH:38]=[CH:37][CH:36]=[CH:35][C:31]=2[C:32]([OH:34])=[O:33])=[O:28])=[CH:11][C:10]=1[O:17][CH2:18][CH2:19][CH2:20][C:21]#[CH:22], predict the reactants needed to synthesize it. The reactants are: N1CCCCC1.[CH3:7][O:8][C:9]1[CH:16]=[CH:15][C:12]([CH:13]=O)=[CH:11][C:10]=1[O:17][C:18]#[C:19][CH2:20][CH2:21][CH3:22].C([CH2:26][C:27]([NH:29][C:30]1[CH:38]=[CH:37][CH:36]=[CH:35][C:31]=1[C:32]([OH:34])=[O:33])=[O:28])(O)=O.Cl. (3) Given the product [F:1][C:2]1[C:3]([CH2:11][OH:12])=[CH:4][C:5]2[O:9][CH2:8][O:7][C:6]=2[CH:10]=1, predict the reactants needed to synthesize it. The reactants are: [F:1][C:2]1[C:3]([CH:11]=[O:12])=[CH:4][C:5]2[O:9][CH2:8][O:7][C:6]=2[CH:10]=1.[BH4-].[Na+]. (4) Given the product [N:10]1([CH2:9][CH2:2][CH2:3][C:4]([O:6][CH2:7][CH3:8])=[O:5])[CH2:15][CH2:14][CH2:13][CH2:12][CH2:11]1, predict the reactants needed to synthesize it. The reactants are: Br[CH:2]([CH3:9])[CH2:3][C:4]([O:6][CH2:7][CH3:8])=[O:5].[NH:10]1[CH2:15][CH2:14][CH2:13][CH2:12][CH2:11]1. (5) Given the product [CH2:2]([C:8]1[CH:33]=[N:32][C:11]2[O:12][C:13]([CH3:30])([CH3:31])[C:14](=[O:29])[N:15]([CH:16]3[CH2:21][CH2:20][N:19]([C:22]([O:24][C:25]([CH3:28])([CH3:26])[CH3:27])=[O:23])[CH2:18][CH2:17]3)[C:10]=2[CH:9]=1)[CH3:3], predict the reactants needed to synthesize it. The reactants are: O1CCO[CH2:3][CH2:2]1.Br[C:8]1[CH:33]=[N:32][C:11]2[O:12][C:13]([CH3:31])([CH3:30])[C:14](=[O:29])[N:15]([CH:16]3[CH2:21][CH2:20][N:19]([C:22]([O:24][C:25]([CH3:28])([CH3:27])[CH3:26])=[O:23])[CH2:18][CH2:17]3)[C:10]=2[CH:9]=1.CCCCCC.C([Zn]CC)C.